Dataset: Reaction yield outcomes from USPTO patents with 853,638 reactions. Task: Predict the reaction yield, written as a fraction of the theoretical maximum amount of product (1.0 means a 100% yield; for example, 0.34 means a 34% yield). (1) The reactants are Cl.[NH2:2][CH2:3][C:4]1[CH:5]=[C:6]2[C:11](=[CH:12][CH:13]=1)[N:10]=[C:9]([CH3:14])[N:8]([CH:15]1[CH2:20][CH2:19][C:18](=[O:21])[NH:17][C:16]1=[O:22])[C:7]2=[O:23].[CH3:24][N:25]([CH3:29])[C:26](Cl)=[O:27].C(N(CC)C(C)C)(C)C. The catalyst is C(#N)C. The product is [O:22]=[C:16]1[CH:15]([N:8]2[C:7](=[O:23])[C:6]3[C:11](=[CH:12][CH:13]=[C:4]([CH2:3][NH:2][C:26](=[O:27])[N:25]([CH3:29])[CH3:24])[CH:5]=3)[N:10]=[C:9]2[CH3:14])[CH2:20][CH2:19][C:18](=[O:21])[NH:17]1. The yield is 0.520. (2) The reactants are [Br:1][C:2]1[N:3]=[C:4]([C:9]2[O:10][C:11]([C:14]3[CH:19]=[CH:18][C:17]([CH2:20]Br)=[CH:16][CH:15]=3)=[N:12][N:13]=2)[C:5]([NH2:8])=[N:6][CH:7]=1.C([O-])([O-])=O.[Na+].[Na+].[CH3:28][NH2:29]. The catalyst is O. The product is [Br:1][C:2]1[N:3]=[C:4]([C:9]2[O:10][C:11]([C:14]3[CH:19]=[CH:18][C:17]([CH2:20][NH:29][CH3:28])=[CH:16][CH:15]=3)=[N:12][N:13]=2)[C:5]([NH2:8])=[N:6][CH:7]=1. The yield is 0.853. (3) The reactants are [Li].[H-].[O:3]=[C:4]1[CH2:13][CH:12]([C:14](OCC)=[O:15])[CH2:11][C:10]2[N:9]=[N:8][C:7]([C:19]3[CH:24]=[CH:23][CH:22]=[C:21]([C:25]([F:28])([F:27])[F:26])[CH:20]=3)=[CH:6][C:5]1=2.Cl. The catalyst is C(OCC)(=O)C. The product is [OH:15][CH2:14][CH:12]1[CH2:11][C:10]2[N:9]=[N:8][C:7]([C:19]3[CH:24]=[CH:23][CH:22]=[C:21]([C:25]([F:28])([F:26])[F:27])[CH:20]=3)=[CH:6][C:5]=2[CH:4]([OH:3])[CH2:13]1. The yield is 0.363. (4) The reactants are [CH:1]1([OH:7])[CH2:6][CH2:5][CH2:4][CH2:3][CH2:2]1.[H-].[Na+].F[C:11]1[CH:16]=[CH:15][C:14]([N+:17]([O-])=O)=[CH:13][C:12]=1[C:20]([F:23])([F:22])[F:21]. The catalyst is O1CCCC1. The product is [CH:1]1([O:7][C:11]2[CH:16]=[CH:15][C:14]([NH2:17])=[CH:13][C:12]=2[C:20]([F:21])([F:23])[F:22])[CH2:6][CH2:5][CH2:4][CH2:3][CH2:2]1. The yield is 0.470. (5) The reactants are [CH2:1]([O:8][C:9]1[CH:10]=[C:11]([CH:23]=[CH:24][C:25]=1[N+:26]([O-])=O)[O:12][C:13]1[CH:14]=[CH:15][C:16]([S:19]([CH3:22])(=[O:21])=[O:20])=[N:17][CH:18]=1)[C:2]1[CH:7]=[CH:6][CH:5]=[CH:4][CH:3]=1.[Cl-].[Ca+2].[Cl-].C(O)C. The catalyst is [Fe].O. The product is [CH2:1]([O:8][C:9]1[CH:10]=[C:11]([O:12][C:13]2[CH:18]=[N:17][C:16]([S:19]([CH3:22])(=[O:21])=[O:20])=[CH:15][CH:14]=2)[CH:23]=[CH:24][C:25]=1[NH2:26])[C:2]1[CH:3]=[CH:4][CH:5]=[CH:6][CH:7]=1. The yield is 1.00. (6) The yield is 0.280. The product is [CH2:9]([N:16]1[CH2:20][CH2:19][C@@H:18]([N:21]2[CH2:4][CH2:6][O:7][CH2:1][CH2:2]2)[CH2:17]1)[C:10]1[CH:11]=[CH:12][CH:13]=[CH:14][CH:15]=1. The reactants are [CH2:1]1[O:7][CH2:6][C@@H:4](O)[C@H:2]1O.[Na].[CH2:9]([N:16]1[CH2:20][CH2:19][C@@H:18]([NH2:21])[CH2:17]1)[C:10]1[CH:15]=[CH:14][CH:13]=[CH:12][CH:11]=1.C([BH3-])#N.[Na+]. The catalyst is O.C(#N)C. (7) The reactants are [CH3:1][O:2][C:3](=[O:19])[C:4]1[CH:9]=[C:8]([OH:10])[CH:7]=[C:6]([O:11][CH2:12][C:13]2[CH:18]=[CH:17][CH:16]=[CH:15][CH:14]=2)[CH:5]=1.C(N(CC)CC)C.[S:27](O[S:27]([C:30]([F:33])([F:32])[F:31])(=[O:29])=[O:28])([C:30]([F:33])([F:32])[F:31])(=[O:29])=[O:28]. The catalyst is ClCCl. The product is [CH3:1][O:2][C:3](=[O:19])[C:4]1[CH:9]=[C:8]([O:10][S:27]([C:30]([F:33])([F:32])[F:31])(=[O:29])=[O:28])[CH:7]=[C:6]([O:11][CH2:12][C:13]2[CH:18]=[CH:17][CH:16]=[CH:15][CH:14]=2)[CH:5]=1. The yield is 0.930. (8) The reactants are [O:1]1[C:5]2([CH2:10][CH2:9][NH:8][CH2:7][CH2:6]2)[O:4][CH2:3][CH2:2]1.C(=O)([O-])[O-].[K+].[K+].CC(N(C)C)=O.[Br:23][C:24]1[C:25]([CH3:38])=[C:26]([CH3:37])[C:27]2[O:31][C:30]([CH2:33]I)([CH3:32])[CH2:29][C:28]=2[C:35]=1[CH3:36]. The product is [Br:23][C:24]1[C:25]([CH3:38])=[C:26]([CH3:37])[C:27]2[O:31][C:30]([CH2:32][N:8]3[CH2:9][CH2:10][C:5]4([O:4][CH2:3][CH2:2][O:1]4)[CH2:6][CH2:7]3)([CH3:33])[CH2:29][C:28]=2[C:35]=1[CH3:36]. The catalyst is C(OCC)(=O)C.O. The yield is 0.750.